This data is from Experimentally validated miRNA-target interactions with 360,000+ pairs, plus equal number of negative samples. The task is: Binary Classification. Given a miRNA mature sequence and a target amino acid sequence, predict their likelihood of interaction. (1) The miRNA is hsa-miR-660-3p with sequence ACCUCCUGUGUGCAUGGAUUA. The protein sequence of the target gene is MGPRVLQPPLLLLLLALLLAALPCGAEEASPLRPAQVTLSPPPAVTNGSQPGAPHNSTHTRPPGASGSALTRSFYVILGFCGLTALYFLIRAFRLKKPQRRRYGLLANTEDPTEMASLDSDEETVFESRNLR. Result: 1 (interaction). (2) The miRNA is hsa-miR-6798-3p with sequence CUACCCCCCAUCCCCCUGUAG. The protein sequence of the target gene is MNIHRSTPITIARYGRSRNKTQDFEELSSIRSAEPSQSFSPNLGSPSPPETPNLSHCVSCIGKYLLLEPLEGDHVFRAVHLHSGEELVCKVFEISCYQESLAPCFCLSAHSNINQITEILLGETKAYVFFERSYGDMHSFVRTCKKLREEEAARLFYQIASAVAHCHDGGLVLRDLKLRKFIFKDEERTRVKLESLEDAYILRGDDDSLSDKHGCPAYVSPEILNTSGSYSGKAADVWSLGVMLYTMLVGRYPFHDIEPSSLFSKIRRGQFNIPETLSPKAKCLIRSILRREPSERLTSQ.... Result: 0 (no interaction). (3) The miRNA is hsa-miR-6812-3p with sequence CCGCUCUUCCCCUGACCCCAG. The protein sequence of the target gene is MCYVKCARYIGYSLVWAAVFCIVANALLYFPNGETKYATEDHLSRFVWYFAGIVGGGLLMLLPAFVFIGMDEEDCCGCCGYENYGKRCSMLSSVLAALIGIVGSAYCVIVASLGLAEGPKCSDAHGVWNYTFASTEGQYLLNSSMWSKCYEPKHIVEWHVTLFSILLAFAAVEFILCLIQVINGMLGGLCGYCCSRQQQYNC. Result: 0 (no interaction). (4) The miRNA is hsa-miR-7108-5p with sequence GUGUGGCCGGCAGGCGGGUGG. Result: 1 (interaction). The protein sequence of the target gene is MAAPPQLRALLVVVNALLRKRRYHAALAVLKGFRNGAVYGAKIRAPHALVMTFLFRNGSLQEKLWAILQATYIHSWNLARFVFTYKGLRALQSYIQGKTYPAHAFLAAFLGGILVFGENNNINSQINMYLLSRVLFALSRLAVEKGYIPEPRWDPFPLLTAVVWGLVLWLFEYHRSTLQPSLQSSMTYLYEDSNVWHDISDFLVYNKSRPSN. (5) The miRNA is hsa-miR-6840-5p with sequence ACCCCCGGGCAAAGACCUGCAGAU. The protein sequence of the target gene is MAAAAPGALGALRTGRVRLVAACCARLGPAAWARGTAPRRGYSSEVKTEDELRVRHLEEENRGIVVLGINRAYGKNALSKNLLKMLSKAVDALKSDKKVRTIIIRSEVPGIFCAGADLKERAKMHSSEVGPFVSKIRSVINDIANLPVPTIAAIDGLALGGGLELALACDIRVAASSAKMGLVETKLAIIPGGGGTQRLPRAIGMSLAKELIFSARVLDGQEAKAVGLISHVLEQNQEGDAAYRKALDLAREFLPQGPVAMRVAKLAINQGMEVDLVTGLAIEEACYAQTISTKDRLEGL.... Result: 0 (no interaction). (6) The miRNA is mmu-miR-130b-3p with sequence CAGUGCAAUGAUGAAAGGGCAU. The protein sequence of the target gene is MEPEEERIRYSQRLRGTMRRRYEDDGISDDEIEGKRTFDLEEKLQTNKYNANFVTFMEGKDFNVEYIQRGGLRDPLIFKNSDGLGIKMPDPDFTVNDVKMCVGSRRMVDVMDVNTQKGIEMTMAQWTRYYETPEEEREKLYNVISLEFSHTRLENMVQWPSTVDFIDWVDNMWPRHLKESQTESTNAILEMQYPKVQKYCLISVRGCYTDFHVDFGGTSVWYHIHQGGKVFWLIPPTAHNLELYENWLLSGKQGDIFLGDRVSDCQRIELKQGYTFVIPSGWIHAVYTPTDTLVFGGNFL.... Result: 1 (interaction). (7) The miRNA is hsa-miR-548c-3p with sequence CAAAAAUCUCAAUUACUUUUGC. The protein sequence of the target gene is MAPARRPAGARLLLVYAGLLAAAAAGLGSPEPGAPSRSRARREPPPGNELPRGPGESRAGPAARPPEPTAERAHSVDPRDAWMLFVRQSDKGVNGKKRSRGKAKKLKFGLPGPPGPPGPQGPPGPIIPPEALLKEFQLLLKGAVRQRERAEPEPCTCGPAGPVAASLAPVSATAGEDDDDVVGDVLALLAAPLAPGPRAPRVEAAFLCRLRRDALVERRALHELGVYYLPDAEGAFRRGPGLNLTSGQYRAPVAGFYALAATLHVALGEPPRRGPPRPRDHLRLLICIQSRCQRNASLEA.... Result: 0 (no interaction).